Dataset: Retrosynthesis with 50K atom-mapped reactions and 10 reaction types from USPTO. Task: Predict the reactants needed to synthesize the given product. Given the product C=C(C)/C(=C\C=C(C)C)CO, predict the reactants needed to synthesize it. The reactants are: C=C(C)/C(C=O)=C\C=C(C)C.